From a dataset of Forward reaction prediction with 1.9M reactions from USPTO patents (1976-2016). Predict the product of the given reaction. (1) Given the reactants [NH2:1][C@H:2]([C:8]([OH:10])=[O:9])[CH2:3][CH2:4][C:5](=[O:7])[NH2:6].Cl.[CH2:12](N)[CH3:13], predict the reaction product. The product is: [NH2:1][C@H:2]([C:8]([OH:10])=[O:9])[CH2:3][CH2:4][C:5]([NH:6][CH2:12][CH3:13])=[O:7]. (2) Given the reactants C(OC([N:8]1[C:16]2[C:11](=[CH:12][C:13]([N+:17]([O-:19])=[O:18])=[CH:14][CH:15]=2)[C:10]([CH2:20]Br)=[N:9]1)=O)(C)(C)C.[C:22]1(=[O:32])[NH:26][C:25](=[O:27])[C:24]2=[CH:28][CH:29]=[CH:30][CH:31]=[C:23]12.[K].CCOC(C)=O.CCCCCC, predict the reaction product. The product is: [N+:17]([C:13]1[CH:12]=[C:11]2[C:16](=[CH:15][CH:14]=1)[NH:8][N:9]=[C:10]2[CH2:20][N:26]1[C:22](=[O:32])[C:23]2[C:24](=[CH:28][CH:29]=[CH:30][CH:31]=2)[C:25]1=[O:27])([O-:19])=[O:18]. (3) Given the reactants Br[CH2:2][CH2:3][CH2:4][C:5]([NH:7][C:8]1[S:9][C:10]([C:14]([NH:16][CH2:17][C:18]2[CH:23]=[CH:22][C:21]([F:24])=[CH:20][CH:19]=2)=[O:15])=[C:11]([CH3:13])[N:12]=1)=[O:6].C(NC(C1SC(NC(=O)CCCBr)=NC=1C)=O)C1C=CC=CC=1, predict the reaction product. The product is: [F:24][C:21]1[CH:22]=[CH:23][C:18]([CH2:17][NH:16][C:14]([C:10]2[S:9][C:8]([N:7]3[CH2:2][CH2:3][CH2:4][C:5]3=[O:6])=[N:12][C:11]=2[CH3:13])=[O:15])=[CH:19][CH:20]=1. (4) Given the reactants [Cl:1][C:2]1[C:7]2[CH:8]=[CH:9][N:10]([CH3:11])[C:6]=2[C:5]([C:12]([OH:14])=O)=[CH:4][N:3]=1.CN(C)CCCN=C=NCC.ON1C2C=CC=CC=2N=N1.C([N:38]1[CH2:43][CH2:42][O:41][CH2:40][CH2:39]1)C.N1CCOCC1, predict the reaction product. The product is: [Cl:1][C:2]1[C:7]2[CH:8]=[CH:9][N:10]([CH3:11])[C:6]=2[C:5]([C:12]([N:38]2[CH2:43][CH2:42][O:41][CH2:40][CH2:39]2)=[O:14])=[CH:4][N:3]=1. (5) Given the reactants [F:1][C:2]1[CH:3]=[C:4]([CH:32]=[C:33]([O:35]C)[CH:34]=1)[O:5][C@H:6]1[CH2:10][CH2:9][N:8]([C:11]([CH3:31])([CH3:30])[CH2:12][CH2:13][C:14]([C:24]2[CH:29]=[CH:28][CH:27]=[CH:26][CH:25]=2)([C:18]2[CH:23]=[CH:22][CH:21]=[CH:20][CH:19]=2)[C:15]([NH2:17])=[O:16])[CH2:7]1.B(Br)(Br)Br, predict the reaction product. The product is: [F:1][C:2]1[CH:3]=[C:4]([CH:32]=[C:33]([OH:35])[CH:34]=1)[O:5][C@H:6]1[CH2:10][CH2:9][N:8]([C:11]([CH3:30])([CH3:31])[CH2:12][CH2:13][C:14]([C:18]2[CH:23]=[CH:22][CH:21]=[CH:20][CH:19]=2)([C:24]2[CH:29]=[CH:28][CH:27]=[CH:26][CH:25]=2)[C:15]([NH2:17])=[O:16])[CH2:7]1.[NH3:8].